This data is from Full USPTO retrosynthesis dataset with 1.9M reactions from patents (1976-2016). The task is: Predict the reactants needed to synthesize the given product. (1) Given the product [F:48][C:45]1[CH:44]=[CH:43][C:42]([C:39]2[NH:38][C:37]([C@@H:33]3[CH2:34][CH2:35][CH2:36][N:32]3[C:30]([C@:14]34[CH2:26][CH2:25][C@@H:24]([CH:27]([CH3:29])[CH3:28])[C@@H:15]3[C@@H:16]3[C@@:11]([CH3:49])([CH2:12][CH2:13]4)[C@@:10]4([CH3:50])[C@@H:19]([C@:20]5([CH3:23])[C@@H:7]([CH2:8][CH2:9]4)[C:6]([CH3:51])([CH3:52])[C@@H:5]([OH:4])[CH2:22][CH2:21]5)[CH2:18][CH2:17]3)=[O:31])=[N:41][CH:40]=2)=[CH:47][CH:46]=1, predict the reactants needed to synthesize it. The reactants are: C([O:4][C@H:5]1[CH2:22][CH2:21][C@@:20]2([CH3:23])[C@@H:7]([CH2:8][CH2:9][C@:10]3([CH3:50])[C@@H:19]2[CH2:18][CH2:17][C@H:16]2[C@@:11]3([CH3:49])[CH2:12][CH2:13][C@@:14]3([C:30]([N:32]4[CH2:36][CH2:35][CH2:34][C@H:33]4[C:37]4[NH:38][C:39]([C:42]5[CH:47]=[CH:46][C:45]([F:48])=[CH:44][CH:43]=5)=[CH:40][N:41]=4)=[O:31])[CH2:26][CH2:25][C@@H:24]([CH:27]([CH3:29])[CH3:28])[C@@H:15]32)[C:6]1([CH3:52])[CH3:51])(=O)C.C1COCC1.[OH-].[Na+]. (2) The reactants are: Br[C:2]1[C:3]([O:28][CH3:29])=[C:4]([CH:10]([NH:12][C:13]2[N:21]=[CH:20][N:19]=[C:18]3[C:14]=2[N:15]=[CH:16][N:17]3C2CCCCO2)[CH3:11])[CH:5]=[C:6]([Cl:9])[C:7]=1[F:8].CC1(C)C(C)(C)OB([C:38]2[CH2:39][CH2:40][N:41]([C:44]([O:46][C:47]([CH3:50])([CH3:49])[CH3:48])=[O:45])[CH2:42][CH:43]=2)O1.C(=O)([O-])[O-].[Na+].[Na+]. Given the product [Cl:9][C:6]1[C:7]([F:8])=[C:2]([C:38]2[CH2:43][CH2:42][N:41]([C:44]([O:46][C:47]([CH3:50])([CH3:49])[CH3:48])=[O:45])[CH2:40][CH:39]=2)[C:3]([O:28][CH3:29])=[C:4]([CH:10]([NH:12][C:13]2[N:21]=[CH:20][N:19]=[C:18]3[C:14]=2[N:15]=[CH:16][NH:17]3)[CH3:11])[CH:5]=1, predict the reactants needed to synthesize it. (3) Given the product [Cl:29][CH2:30][CH2:31][CH2:32][N:10]1[C:11]2[C:7](=[CH:6][CH:5]=[CH:4][C:3]=2[O:2][CH3:1])[C:8]([C:12]([NH:14][CH2:15][C:16]2[CH:21]=[CH:20][CH:19]=[C:18]([CH3:22])[CH:17]=2)=[O:13])=[CH:9]1, predict the reactants needed to synthesize it. The reactants are: [CH3:1][O:2][C:3]1[CH:4]=[CH:5][CH:6]=[C:7]2[C:11]=1[NH:10][CH:9]=[C:8]2[C:12]([NH:14][CH2:15][C:16]1[CH:21]=[CH:20][CH:19]=[C:18]([CH3:22])[CH:17]=1)=[O:13].C(=O)([O-])[O-].[Cs+].[Cs+].[Cl:29][CH2:30][CH2:31][CH2:32]I. (4) Given the product [CH3:35][O:36][C:37](=[O:63])[NH:38][CH:39]([C:43]([N:45]1[CH2:49][CH2:48][CH2:47][CH:46]1[C:50]1[NH:51][C:52]([C:55]2[CH:60]=[CH:59][C:58]([C:61]#[C:62][C:30]3[CH:31]=[CH:32][C:27]([C:25]4[N:26]=[C:22]([CH:12]5[CH2:13][N:14]([CH2:17][C:18]([F:21])([F:19])[F:20])[CH2:15][CH2:16][N:11]5[C:9](=[O:10])[CH:5]([NH:4][C:3]([O:2][CH3:1])=[O:34])[CH:6]([CH3:8])[CH3:7])[NH:23][CH:24]=4)=[CH:28][CH:29]=3)=[CH:57][CH:56]=2)=[CH:53][N:54]=1)=[O:44])[CH:40]([CH3:42])[CH3:41], predict the reactants needed to synthesize it. The reactants are: [CH3:1][O:2][C:3](=[O:34])[NH:4][CH:5]([C:9]([N:11]1[CH2:16][CH2:15][N:14]([CH2:17][C:18]([F:21])([F:20])[F:19])[CH2:13][CH:12]1[C:22]1[NH:23][CH:24]=[C:25]([C:27]2[CH:32]=[CH:31][C:30](Br)=[CH:29][CH:28]=2)[N:26]=1)=[O:10])[CH:6]([CH3:8])[CH3:7].[CH3:35][O:36][C:37](=[O:63])[NH:38][CH:39]([C:43]([N:45]1[CH2:49][CH2:48][CH2:47][CH:46]1[C:50]1[NH:51][C:52]([C:55]2[CH:60]=[CH:59][C:58]([C:61]#[CH:62])=[CH:57][CH:56]=2)=[CH:53][N:54]=1)=[O:44])[CH:40]([CH3:42])[CH3:41].C(N(CC)CC)C. (5) Given the product [NH2:1][C:2]1[C:3]([C:7](=[N:17][O:18][C:28](=[O:31])[CH2:29][CH3:30])[NH:8][C:9]2[CH:14]=[CH:13][C:12]([F:15])=[C:11]([Cl:16])[CH:10]=2)=[N:4][O:5][N:6]=1, predict the reactants needed to synthesize it. The reactants are: [NH2:1][C:2]1[C:3]([C:7](=[N:17][OH:18])[NH:8][C:9]2[CH:14]=[CH:13][C:12]([F:15])=[C:11]([Cl:16])[CH:10]=2)=[N:4][O:5][N:6]=1.C(N(CC)C(C)C)(C)C.[C:28](Cl)(=[O:31])[CH2:29][CH3:30]. (6) Given the product [CH:1]([C:4]1[CH:9]=[CH:8][C:7]([NH:10][C:11](=[O:12])[C:13]2[CH:50]=[CH:49][CH:48]=[C:15]([O:16][C:17]3[CH:22]=[CH:21][N:20]=[C:19]4[N:23]([CH2:39][C:40]5[CH:41]=[CH:42][C:43]([O:46][CH3:47])=[CH:44][CH:45]=5)[N:24]=[C:25]([NH:26][C@@H:27]5[CH2:31][CH2:30][NH:29][CH2:28]5)[C:18]=34)[CH:14]=2)=[CH:6][C:5]=1[CH3:51])([CH3:3])[CH3:2], predict the reactants needed to synthesize it. The reactants are: [CH:1]([C:4]1[CH:9]=[CH:8][C:7]([NH:10][C:11]([C:13]2[CH:14]=[C:15]([CH:48]=[CH:49][CH:50]=2)[O:16][C:17]2[CH:22]=[CH:21][N:20]=[C:19]3[N:23]([CH2:39][C:40]4[CH:45]=[CH:44][C:43]([O:46][CH3:47])=[CH:42][CH:41]=4)[N:24]=[C:25]([NH:26][C@@H:27]4[CH2:31][CH2:30][N:29](C(OC(C)(C)C)=O)[CH2:28]4)[C:18]=23)=[O:12])=[CH:6][C:5]=1[CH3:51])([CH3:3])[CH3:2]. (7) Given the product [CH3:15][CH:16]([CH3:32])[C:17]([NH:19][C:20]1[CH:25]=[CH:24][CH:23]=[C:22]([CH:26]2[CH2:31][CH2:30][N:29]([CH2:13][C:3]3[CH:4]=[N:5][N:6]([C:7]4[CH:8]=[CH:9][CH:10]=[CH:11][CH:12]=4)[C:2]=3[CH3:1])[CH2:28][CH2:27]2)[CH:21]=1)=[O:18], predict the reactants needed to synthesize it. The reactants are: [CH3:1][C:2]1[N:6]([C:7]2[CH:12]=[CH:11][CH:10]=[CH:9][CH:8]=2)[N:5]=[CH:4][C:3]=1[CH:13]=O.[CH3:15][CH:16]([CH3:32])[C:17]([NH:19][C:20]1[CH:25]=[CH:24][CH:23]=[C:22]([CH:26]2[CH2:31][CH2:30][NH:29][CH2:28][CH2:27]2)[CH:21]=1)=[O:18].